This data is from Forward reaction prediction with 1.9M reactions from USPTO patents (1976-2016). The task is: Predict the product of the given reaction. (1) Given the reactants [OH:1][C:2]1[CH:3]=[C:4]([CH:8]=[CH:9][C:10]=1[OH:11])[C:5]([OH:7])=O.CCN=C=NCCCN(C)C.CCN(C(C)C)C(C)C.C1C=CC2N(O)N=NC=2C=1.[NH2:42][CH2:43][CH2:44][NH:45][C:46](=[O:72])[CH2:47][C@@H:48]1[N:54]=[C:53]([C:55]2[CH:60]=[CH:59][C:58]([Cl:61])=[CH:57][CH:56]=2)[C:52]2[CH:62]=[C:63]([O:66][CH3:67])[CH:64]=[CH:65][C:51]=2[N:50]2[C:68]([CH3:71])=[N:69][N:70]=[C:49]12, predict the reaction product. The product is: [Cl:61][C:58]1[CH:59]=[CH:60][C:55]([C:53]2[C:52]3[CH:62]=[C:63]([O:66][CH3:67])[CH:64]=[CH:65][C:51]=3[N:50]3[C:68]([CH3:71])=[N:69][N:70]=[C:49]3[C@H:48]([CH2:47][C:46]([NH:45][CH2:44][CH2:43][NH:42][C:5](=[O:7])[C:4]3[CH:8]=[CH:9][C:10]([OH:11])=[C:2]([OH:1])[CH:3]=3)=[O:72])[N:54]=2)=[CH:56][CH:57]=1. (2) Given the reactants [OH-].[Na+].Cl.[NH:4]1[CH2:9][CH2:8][CH:7]([C:10]2[CH:14]=[C:13]([NH:15][C:16]3[N:17]=[CH:18][C:19]4[S:24][C:23]([C:25]([NH2:27])=[O:26])=[C:22]([C:28]5[CH:33]=[CH:32][CH:31]=[CH:30][C:29]=5[O:34][C:35]([F:38])([F:37])[F:36])[C:20]=4[N:21]=3)[N:12]([CH:39]([CH3:41])[CH3:40])[N:11]=2)[CH2:6][CH2:5]1, predict the reaction product. The product is: [NH:4]1[CH2:5][CH2:6][CH:7]([C:10]2[CH:14]=[C:13]([NH:15][C:16]3[N:17]=[CH:18][C:19]4[S:24][C:23]([C:25]([NH2:27])=[O:26])=[C:22]([C:28]5[CH:33]=[CH:32][CH:31]=[CH:30][C:29]=5[O:34][C:35]([F:36])([F:37])[F:38])[C:20]=4[N:21]=3)[N:12]([CH:39]([CH3:41])[CH3:40])[N:11]=2)[CH2:8][CH2:9]1. (3) Given the reactants [N+:1]([C:4]1[CH:9]=[C:8]([N+:10]([O-:12])=[O:11])[CH:7]=[CH:6][C:5]=1[CH2:13][CH2:14][OH:15])([O-:3])=[O:2].[C:16]([C:24]1[CH:43]=[CH:42][C:27]([C:28]([O:30][C:31]2[CH:36]=[CH:35][C:34](/[CH:37]=[CH:38]/[C:39](O)=[O:40])=[CH:33][CH:32]=2)=[O:29])=[CH:26][CH:25]=1)(=[O:23])[C:17]1[CH:22]=[CH:21][CH:20]=[CH:19][CH:18]=1.Cl.CN(C)CCCN=C=NCC.CCCCCC, predict the reaction product. The product is: [C:16]([C:24]1[CH:43]=[CH:42][C:27]([C:28]([O:30][C:31]2[CH:32]=[CH:33][C:34](/[CH:37]=[CH:38]/[C:39]([O:15][CH2:14][CH2:13][C:5]3[CH:6]=[CH:7][C:8]([N+:10]([O-:12])=[O:11])=[CH:9][C:4]=3[N+:1]([O-:3])=[O:2])=[O:40])=[CH:35][CH:36]=2)=[O:29])=[CH:26][CH:25]=1)(=[O:23])[C:17]1[CH:18]=[CH:19][CH:20]=[CH:21][CH:22]=1. (4) The product is: [OH:8][C:9]1[C:13]([CH:14]=[O:15])=[CH:12][N:11]([C:16]2[CH:17]=[CH:18][CH:19]=[CH:20][CH:21]=2)[N:10]=1. Given the reactants C([O:8][C:9]1[C:13]([CH:14]=[O:15])=[CH:12][N:11]([C:16]2[CH:21]=[CH:20][CH:19]=[CH:18][CH:17]=2)[N:10]=1)C1C=CC=CC=1, predict the reaction product. (5) Given the reactants [CH:1]([O:4][C:5]1[CH:14]=[C:13]([C:15]([F:18])([F:17])[F:16])[C:12]2[C:7](=[CH:8][CH:9]=[C:10]3[NH:22][CH:21]([CH2:23][CH2:24][CH3:25])[CH2:20][O:19][C:11]3=2)[N:6]=1)([CH3:3])[CH3:2].[BH4-].[Na+].[C:28](O)(=O)[CH3:29], predict the reaction product. The product is: [CH2:28]([N:22]1[C:10]2[C:11](=[C:12]3[C:7](=[CH:8][CH:9]=2)[N:6]=[C:5]([O:4][CH:1]([CH3:3])[CH3:2])[CH:14]=[C:13]3[C:15]([F:18])([F:17])[F:16])[O:19][CH2:20][CH:21]1[CH2:23][CH2:24][CH3:25])[CH3:29]. (6) The product is: [Cl:1][C:2]1[CH:9]=[CH:8][C:5]([C:6]#[N:7])=[C:4]([O:11][CH2:12][CH3:13])[CH:3]=1. Given the reactants [Cl:1][C:2]1[CH:9]=[CH:8][C:5]([C:6]#[N:7])=[C:4](F)[CH:3]=1.[O-:11][CH2:12][CH3:13].[Na+], predict the reaction product.